From a dataset of Catalyst prediction with 721,799 reactions and 888 catalyst types from USPTO. Predict which catalyst facilitates the given reaction. (1) Reactant: [Si]([O:8][C:9]1[CH:32]=[CH:31][C:12]2[C:13]([CH2:16][CH2:17][CH:18]3[CH2:23][CH2:22][N:21]([C:24]([O:26][C:27]([CH3:30])([CH3:29])[CH3:28])=[O:25])[CH2:20][CH2:19]3)=[N:14][O:15][C:11]=2[C:10]=1[CH2:33][O:34][Si:35]([C:38]([CH3:41])([CH3:40])[CH3:39])([CH3:37])[CH3:36])(C(C)(C)C)(C)C.[OH-].[Li+].[Cl-].[NH4+].O. Product: [Si:35]([O:34][CH2:33][C:10]1[C:11]2[O:15][N:14]=[C:13]([CH2:16][CH2:17][CH:18]3[CH2:19][CH2:20][N:21]([C:24]([O:26][C:27]([CH3:30])([CH3:29])[CH3:28])=[O:25])[CH2:22][CH2:23]3)[C:12]=2[CH:31]=[CH:32][C:9]=1[OH:8])([C:38]([CH3:40])([CH3:41])[CH3:39])([CH3:36])[CH3:37].[OH:8][C:9]1[CH:32]=[CH:31][C:12]2[C:13]([CH2:16][CH2:17][CH:18]3[CH2:23][CH2:22][N:21]([C:24]([O:26][C:27]([CH3:30])([CH3:29])[CH3:28])=[O:25])[CH2:20][CH2:19]3)=[N:14][O:15][C:11]=2[C:10]=1[CH2:33][OH:34]. The catalyst class is: 9. (2) Product: [N:7]1([CH2:23][C@@H:24]2[C@@H:29]([OH:30])[C@H:28]([OH:31])[C@H:27]([OH:32])[C@H:26]([C:33]3[CH:38]=[CH:37][C:36]([Cl:39])=[C:35]([CH2:40][C:41]4[S:42][C:43]([C:46]5[O:47][CH:48]=[CH:49][CH:50]=5)=[CH:44][N:45]=4)[CH:34]=3)[O:25]2)[CH:11]=[N:10][CH:9]=[N:8]1. Reactant: C(=O)([O-])[O-].[Cs+].[Cs+].[NH:7]1[CH:11]=[N:10][CH:9]=[N:8]1.CC1C=CC(S(O[CH2:23][C@@H:24]2[C@@H:29]([OH:30])[C@H:28]([OH:31])[C@@H:27]([OH:32])[C@H:26]([C:33]3[CH:38]=[CH:37][C:36]([Cl:39])=[C:35]([CH2:40][C:41]4[S:42][C:43]([C:46]5[O:47][CH:48]=[CH:49][CH:50]=5)=[CH:44][N:45]=4)[CH:34]=3)[O:25]2)(=O)=O)=CC=1.O. The catalyst class is: 3. (3) Reactant: [NH2:1][CH2:2][CH2:3][O:4][CH2:5][CH2:6][O:7][CH2:8][CH2:9][O:10][CH2:11][CH2:12][C:13]([O:15]C(C)(C)C)=[O:14].[F:20][C:21]([F:26])([F:25])[C:22]([OH:24])=[O:23]. Product: [F:20][C:21]([F:26])([F:25])[C:22]([OH:24])=[O:23].[NH2:1][CH2:2][CH2:3][O:4][CH2:5][CH2:6][O:7][CH2:8][CH2:9][O:10][CH2:11][CH2:12][C:13]([OH:15])=[O:14]. The catalyst class is: 4. (4) Reactant: Cl[C:2]1[N:7]=[C:6]([CH2:8][O:9][C:10]2[CH:11]=[C:12]([C@H:16]([CH:23]3[CH2:25][CH2:24]3)[CH2:17][C:18]([O:20][CH2:21][CH3:22])=[O:19])[CH:13]=[CH:14][CH:15]=2)[CH:5]=[N:4][C:3]=1[C:26]1[C:31]([F:32])=[CH:30][N:29]=[C:28]([O:33][CH3:34])[CH:27]=1.[CH3:35][C:36]1([CH3:47])[C:40](C)(C)OB(C=C(C)C)O1.C([O-])([O-])=O.[Cs+].[Cs+].O1CCOCC1. Product: [CH:23]1([C@@H:16]([C:12]2[CH:13]=[CH:14][CH:15]=[C:10]([O:9][CH2:8][C:6]3[CH:5]=[N:4][C:3]([C:26]4[C:31]([F:32])=[CH:30][N:29]=[C:28]([O:33][CH3:34])[CH:27]=4)=[C:2]([CH:35]=[C:36]([CH3:47])[CH3:40])[N:7]=3)[CH:11]=2)[CH2:17][C:18]([O:20][CH2:21][CH3:22])=[O:19])[CH2:25][CH2:24]1. The catalyst class is: 263.